Dataset: Full USPTO retrosynthesis dataset with 1.9M reactions from patents (1976-2016). Task: Predict the reactants needed to synthesize the given product. (1) Given the product [F:1][C:2]1[C:7]2[O:8][CH2:9][O:10][C:6]=2[CH:5]=[CH:4][C:3]=1[B:11]1[O:13][CH2:16][CH2:15][CH2:14][O:12]1, predict the reactants needed to synthesize it. The reactants are: [F:1][C:2]1[C:7]2[O:8][CH2:9][O:10][C:6]=2[CH:5]=[CH:4][C:3]=1[B:11]([OH:13])[OH:12].[CH2:14](O)[CH2:15][CH2:16]O. (2) Given the product [Cl:1][C:2]1[CH:10]=[CH:9][C:8]2[N:7]([CH2:11][C:12]([C:15]3[CH:20]=[CH:19][N:18]=[CH:17][CH:16]=3)=[CH2:13])[C:6]3[CH2:21][CH:22]([CH3:26])[N:23]([CH3:25])[CH2:24][C:5]=3[C:4]=2[CH:3]=1, predict the reactants needed to synthesize it. The reactants are: [Cl:1][C:2]1[CH:10]=[CH:9][C:8]2[N:7]([CH2:11][C:12]([C:15]3[CH:20]=[CH:19][N:18]=[CH:17][CH:16]=3)(O)[CH3:13])[C:6]3[CH2:21][CH:22]([CH3:26])[N:23]([CH3:25])[CH2:24][C:5]=3[C:4]=2[CH:3]=1.S(Cl)(Cl)=O.C(O)(C(F)(F)F)=O. (3) Given the product [OH:23][CH2:22][CH:21]([NH:20][C:2]1[N:7]2[N:8]=[C:9]([NH:11][C:12](=[O:19])[C:13]3[CH:18]=[CH:17][CH:16]=[CH:15][CH:14]=3)[N:10]=[C:6]2[CH:5]=[CH:4][CH:3]=1)[CH2:24][CH3:25], predict the reactants needed to synthesize it. The reactants are: Cl[C:2]1[N:7]2[N:8]=[C:9]([NH:11][C:12](=[O:19])[C:13]3[CH:18]=[CH:17][CH:16]=[CH:15][CH:14]=3)[N:10]=[C:6]2[CH:5]=[CH:4][CH:3]=1.[NH2:20][CH:21]([CH2:24][CH3:25])[CH2:22][OH:23]. (4) Given the product [CH3:1][O:2][CH2:3][CH2:4][CH2:5][CH2:6][N:7]1[C:15]2[CH2:14][CH2:13][CH2:12][CH2:11][C:10]=2[CH:9]=[C:8]1[C:16]([N:18]([CH2:40][CH:41]([CH3:43])[CH3:42])[C@H:19]1[CH2:24][C@@H:23]([C:25]([N:27]2[CH2:28][CH2:29][O:30][CH2:31][CH2:32]2)=[O:26])[CH2:22][NH:21][CH2:20]1)=[O:17], predict the reactants needed to synthesize it. The reactants are: [CH3:1][O:2][CH2:3][CH2:4][CH2:5][CH2:6][N:7]1[C:15]2[CH2:14][CH2:13][CH2:12][CH2:11][C:10]=2[CH:9]=[C:8]1[C:16]([N:18]([CH2:40][CH:41]([CH3:43])[CH3:42])[C@H:19]1[CH2:24][C@@H:23]([C:25]([N:27]2[CH2:32][CH2:31][O:30][CH2:29][CH2:28]2)=[O:26])[CH2:22][N:21](C(OC(C)(C)C)=O)[CH2:20]1)=[O:17].C(O)(C(F)(F)F)=O. (5) The reactants are: [Cl:1][C:2]1[C:3](=[O:13])[N:4]([CH2:9][CH2:10][O:11][CH3:12])[N:5]=[CH:6][C:7]=1Cl.[CH3:14][O-:15].[Na+]. Given the product [Cl:1][C:2]1[C:3](=[O:13])[N:4]([CH2:9][CH2:10][O:11][CH3:12])[N:5]=[CH:6][C:7]=1[O:15][CH3:14], predict the reactants needed to synthesize it. (6) Given the product [C:8]([C:7]1[C:2]([N:17]([CH3:16])[S:18]([C:21]2[CH:26]=[CH:25][CH:24]=[CH:23][CH:22]=2)(=[O:20])=[O:19])=[N:3][CH:4]=[CH:5][N:6]=1)#[N:9], predict the reactants needed to synthesize it. The reactants are: Cl[C:2]1[C:7]([C:8]#[N:9])=[N:6][CH:5]=[CH:4][N:3]=1.C([O-])([O-])=O.[Cs+].[Cs+].[CH3:16][NH:17][S:18]([C:21]1[CH:26]=[CH:25][CH:24]=[CH:23][CH:22]=1)(=[O:20])=[O:19]. (7) Given the product [F:25][C:26]1[CH:31]=[CH:30][C:29]([C@H:32]([NH:34][CH:6]2[CH2:2][CH2:3][C@@H:4]([C:7]3[CH:8]=[C:9]([CH:17]=[C:18]([C:20]([F:21])([F:22])[F:23])[CH:19]=3)[O:10][CH2:11][C:12]([OH:14])=[O:13])[CH2:5]2)[CH3:33])=[CH:28][C:27]=1[O:35][CH3:36], predict the reactants needed to synthesize it. The reactants are: O=[C:2]1[CH2:6][CH2:5][C@@H:4]([C:7]2[CH:8]=[C:9]([CH:17]=[C:18]([C:20]([F:23])([F:22])[F:21])[CH:19]=2)[O:10][CH2:11][C:12]([O:14]CC)=[O:13])[CH2:3]1.Cl.[F:25][C:26]1[CH:31]=[CH:30][C:29]([C@H:32]([NH2:34])[CH3:33])=[CH:28][C:27]=1[O:35][CH3:36].